This data is from Full USPTO retrosynthesis dataset with 1.9M reactions from patents (1976-2016). The task is: Predict the reactants needed to synthesize the given product. (1) Given the product [Si:5]([O:6][CH2:7][C:8]([CH3:11])([O:10][C:21]1[CH:26]=[CH:25][C:24]([N+:27]([O-:29])=[O:28])=[CH:23][C:22]=1[N:30]1[C:34](=[O:35])[N:33]([CH3:36])[N:32]=[N:31]1)[CH3:9])([C:1]([CH3:4])([CH3:3])[CH3:2])([CH3:13])[CH3:12], predict the reactants needed to synthesize it. The reactants are: [C:1]([Si:5]([CH3:13])([CH3:12])[O:6][CH2:7][C:8]([CH3:11])([OH:10])[CH3:9])([CH3:4])([CH3:3])[CH3:2].CC(C)([O-])C.[K+].F[C:21]1[CH:26]=[CH:25][C:24]([N+:27]([O-:29])=[O:28])=[CH:23][C:22]=1[N:30]1[C:34](=[O:35])[N:33]([CH3:36])[N:32]=[N:31]1. (2) Given the product [F:22][C:17]1[CH:18]=[CH:19][CH:20]=[CH:21][C:16]=1[CH:2]1[S:29][C:25]2=[N:26][CH:27]=[CH:28][N:24]2[N:23]=[C:3]1[C:5]1[CH:6]=[CH:7][C:8]2[O:13][CH2:12][C:11](=[O:14])[NH:10][C:9]=2[CH:15]=1, predict the reactants needed to synthesize it. The reactants are: Br[CH:2]([C:16]1[CH:21]=[CH:20][CH:19]=[CH:18][C:17]=1[F:22])[C:3]([C:5]1[CH:6]=[CH:7][C:8]2[O:13][CH2:12][C:11](=[O:14])[NH:10][C:9]=2[CH:15]=1)=O.[NH2:23][N:24]1[CH:28]=[CH:27][N:26]=[C:25]1[SH:29].C(O)C. (3) Given the product [CH3:18][O:17][C:15]([C:14]1[C@H:9]([C:3]2[CH:4]=[CH:5][C:6]([F:8])=[CH:7][C:2]=2[Cl:1])[N:10]=[C:11]([C:21]2[S:22][CH:23]=[CH:24][N:25]=2)[NH:12][C:13]=1[CH2:19][N:37]1[CH:33]2[CH2:34][O:35][CH2:36][CH:26]1[C:27]1[CH:28]=[N:29][O:30][C:31]=1[CH2:32]2)=[O:16], predict the reactants needed to synthesize it. The reactants are: [Cl:1][C:2]1[CH:7]=[C:6]([F:8])[CH:5]=[CH:4][C:3]=1[C@H:9]1[C:14]([C:15]([O:17][CH3:18])=[O:16])=[C:13]([CH2:19]Br)[NH:12][C:11]([C:21]2[S:22][CH:23]=[CH:24][N:25]=2)=[N:10]1.[CH:26]12[NH:37][CH:33]([CH2:34][O:35][CH2:36]1)[CH2:32][C:31]1[O:30][N:29]=[CH:28][C:27]2=1. (4) The reactants are: N[C:2]1[O:3][C:4]2[C:9]([CH:10]([C:14]3[CH:19]=[C:18]([O:20][CH3:21])[C:17]([O:22][CH3:23])=[C:16]([O:24][CH3:25])[CH:15]=3)[C:11]=1[C:12]#[N:13])=[CH:8][CH:7]=[C:6]([O:26][CH3:27])[CH:5]=2.C(O)=[O:29]. Given the product [C:12]([CH:11]1[CH:10]([C:14]2[CH:15]=[C:16]([O:24][CH3:25])[C:17]([O:22][CH3:23])=[C:18]([O:20][CH3:21])[CH:19]=2)[C:9]2[C:4](=[CH:5][C:6]([O:26][CH3:27])=[CH:7][CH:8]=2)[O:3][C:2]1=[O:29])#[N:13], predict the reactants needed to synthesize it. (5) Given the product [C:36]([O:35][C:30](=[O:34])[CH:31]([CH3:33])[CH2:32][C:13]1[CH:12]=[CH:11][C:10]([N:16]2[CH2:17][C:18](=[O:29])[NH:19][S:20]2(=[O:21])=[O:22])=[C:9]([OH:8])[CH:14]=1)([CH3:39])([CH3:38])[CH3:37], predict the reactants needed to synthesize it. The reactants are: C([O:8][C:9]1[CH:14]=[C:13](I)[CH:12]=[CH:11][C:10]=1[N:16]1[S:20](=[O:22])(=[O:21])[N:19](CC[Si](C)(C)C)[C:18](=[O:29])[CH2:17]1)C1C=CC=CC=1.[C:30]([O:35][C:36]([CH3:39])([CH3:38])[CH3:37])(=[O:34])[C:31]([CH3:33])=[CH2:32].